Task: Predict which catalyst facilitates the given reaction.. Dataset: Catalyst prediction with 721,799 reactions and 888 catalyst types from USPTO Reactant: [CH3:1][CH2:2][CH2:3][CH2:4][C:5]([N:7]([C@H:26]([C:30]([OH:32])=[O:31])[CH:27]([CH3:29])[CH3:28])[CH2:8][C:9]1[CH:10]=[CH:11][C:12]([C:15]2[CH:16]=[CH:17][CH:18]=[CH:19][C:20]=2[C:21]2[NH:22][N:23]=[N:24][N:25]=2)=[CH:13][CH:14]=1)=[O:6].[Ba].Cl. Product: [C:30]([C@@H:26]([N:7]([C:5](=[O:6])[CH2:4][CH2:3][CH2:2][CH3:1])[CH2:8][C:9]1[CH:10]=[CH:11][C:12]([C:15]2[CH:16]=[CH:17][CH:18]=[CH:19][C:20]=2[C:21]2[NH:22][N:23]=[N:24][N:25]=2)=[CH:13][CH:14]=1)[CH:27]([CH3:28])[CH3:29])([OH:32])=[O:31]. The catalyst class is: 84.